From a dataset of Reaction yield outcomes from USPTO patents with 853,638 reactions. Predict the reaction yield, written as a fraction of the theoretical maximum amount of product (1.0 means a 100% yield; for example, 0.34 means a 34% yield). (1) The reactants are [C:1]([C:5]1[N:6]([CH2:19][CH2:20][OH:21])[C:7]2[CH:8]=[CH:9][C:10]([N+:16]([O-])=O)=[C:11]([C:14]#[N:15])[C:12]=2[CH:13]=1)([CH3:4])([CH3:3])[CH3:2]. The product is [NH2:16][C:10]1[CH:9]=[CH:8][C:7]2[N:6]([CH2:19][CH2:20][OH:21])[C:5]([C:1]([CH3:2])([CH3:3])[CH3:4])=[CH:13][C:12]=2[C:11]=1[C:14]#[N:15]. The yield is 0.930. The catalyst is C(O)C.[Pd]. (2) The reactants are [Li+].[CH3:2][Si]([N-][Si](C)(C)C)(C)C.[NH2:11][C:12]1[C:17]([O:18][CH3:19])=[CH:16][C:15](C)=[CH:14][N:13]=1.[O:21](C(OC(C)(C)C)=O)[C:22]([O:24][C:25]([CH3:28])([CH3:27])[CH3:26])=O. The product is [CH3:19][O:18][C:17]1[C:12]([NH:11][C:22](=[O:21])[O:24][C:25]([CH3:28])([CH3:27])[CH3:26])=[N:13][C:14]([CH3:2])=[CH:15][CH:16]=1. The yield is 0.180. The catalyst is C1COCC1. (3) The reactants are [CH3:1][N:2]1[C:6](S(C)(=O)=O)=[N:5][N:4]=[C:3]1[C:11]1[CH:16]=[CH:15][N:14]=[CH:13][CH:12]=1.[Cl:17][C:18]1[CH:19]=[C:20]([C:24]2[O:28][N:27]=[C:26]([CH:29]([OH:31])[CH3:30])[N:25]=2)[CH:21]=[CH:22][CH:23]=1.C(=O)([O-])[O-].[Cs+].[Cs+]. The catalyst is CN(C=O)C. The product is [Cl:17][C:18]1[CH:19]=[C:20]([C:24]2[O:28][N:27]=[C:26]([CH:29]([O:31][C:6]3[N:2]([CH3:1])[C:3]([C:11]4[CH:16]=[CH:15][N:14]=[CH:13][CH:12]=4)=[N:4][N:5]=3)[CH3:30])[N:25]=2)[CH:21]=[CH:22][CH:23]=1. The yield is 0.150. (4) The yield is 0.440. No catalyst specified. The reactants are BrC[C:3]1([O:25][CH3:26])[CH:11]=[C:10]2[C:6](=[C:7]([C:23]#[N:24])[CH:8]([C:14]3[CH:19]=[CH:18][C:17]([N+:20]([O-:22])=[O:21])=[CH:16][CH:15]=3)[N:9]2[CH2:12][CH3:13])[CH:5]=[CH:4]1.[NH:27]1[CH2:32][CH2:31][O:30][CH2:29][CH2:28]1.Cl[CH2:34]CCl. The product is [CH2:12]([N:9]1[C:10]2[C:6](=[CH:5][C:4]([CH2:34][N:27]3[CH2:32][CH2:31][O:30][CH2:29][CH2:28]3)=[C:3]([O:25][CH3:26])[CH:11]=2)[C:7]([C:23]#[N:24])=[C:8]1[C:14]1[CH:15]=[CH:16][C:17]([N+:20]([O-:22])=[O:21])=[CH:18][CH:19]=1)[CH3:13]. (5) The reactants are S(C1C=CC(C)=CC=1)([O-])(=O)=O.[NH2:12][C@@H:13]([C@H:22]([CH3:25])[CH2:23][CH3:24])[C:14]([O:16][CH2:17][C:18]([CH3:21])([CH3:20])[CH3:19])=[O:15].[P:26](Cl)(Cl)(=[O:38])[O:27][C:28]1[C:37]2[C:32](=[CH:33][CH:34]=[CH:35][CH:36]=2)[CH:31]=[CH:30][CH:29]=1.C(Cl)[Cl:42]. No catalyst specified. The product is [Cl:42][C:29]1[CH:30]=[CH:31][C:32]2[C:37](=[CH:36][CH:35]=[CH:34][CH:33]=2)[C:28]=1[O:27][P:26](=[N:12][C@@H:13]([C@H:22]([CH3:25])[CH2:23][CH3:24])[C:14]([O:16][CH2:17][C:18]([CH3:19])([CH3:20])[CH3:21])=[O:15])=[O:38]. The yield is 0.370. (6) The reactants are Cl[C:2]1[N:3]=[CH:4][C:5]([O:17][CH3:18])=[C:6]2[C:10]([C:11](=[O:16])[C:12]([O:14][CH3:15])=[O:13])=[CH:9][NH:8][C:7]=12.C([Sn](CCCC)(CCCC)[C:24]1[CH:28]=[C:27]([C:29]([OH:34])([CH2:32][CH3:33])[CH2:30][CH3:31])[NH:26][N:25]=1)CCC. The catalyst is C1C=CC([P]([Pd]([P](C2C=CC=CC=2)(C2C=CC=CC=2)C2C=CC=CC=2)([P](C2C=CC=CC=2)(C2C=CC=CC=2)C2C=CC=CC=2)[P](C2C=CC=CC=2)(C2C=CC=CC=2)C2C=CC=CC=2)(C2C=CC=CC=2)C2C=CC=CC=2)=CC=1.O1CCOCC1. The product is [OH:34][C:29]([C:27]1[NH:26][N:25]=[C:24]([C:2]2[N:3]=[CH:4][C:5]([O:17][CH3:18])=[C:6]3[C:10]([C:11](=[O:16])[C:12]([O:14][CH3:15])=[O:13])=[CH:9][NH:8][C:7]=23)[CH:28]=1)([CH2:32][CH3:33])[CH2:30][CH3:31]. The yield is 0.722. (7) The reactants are [Br:1][C:2]1[C:7]([N:8]2C(=O)C3C(=CC=CC=3)C2=O)=[N:6][CH:5]=[C:4]2[NH:19][CH:20]=[CH:21][C:3]=12.[CH2:22](Br)[C:23]1[CH:28]=[CH:27][CH:26]=[CH:25][CH:24]=1.C(=O)([O-])[O-].[Cs+].[Cs+].O.NN. The catalyst is CN(C=O)C.C(OCC)(=O)C. The product is [CH2:22]([N:19]1[C:4]2=[CH:5][N:6]=[C:7]([NH2:8])[C:2]([Br:1])=[C:3]2[CH:21]=[CH:20]1)[C:23]1[CH:28]=[CH:27][CH:26]=[CH:25][CH:24]=1. The yield is 0.740. (8) The reactants are Cl.[CH3:2][O:3][C:4]1[CH:16]=[CH:15][C:7]([CH2:8][C@@H:9]([C:11]([O:13][CH3:14])=[O:12])[NH2:10])=[CH:6][CH:5]=1.C(N(CC)CC)C.[F:24][C:25]1[CH:35]=[CH:34][CH:33]=[CH:32][C:26]=1[CH:27]=[CH:28][C:29](O)=[O:30].CCN=C=NCCCN(C)C.Cl. The catalyst is C(Cl)Cl. The product is [F:24][C:25]1[CH:35]=[CH:34][CH:33]=[CH:32][C:26]=1[CH:27]=[CH:28][C:29]([NH:10][C@H:9]([C:11]([O:13][CH3:14])=[O:12])[CH2:8][C:7]1[CH:6]=[CH:5][C:4]([O:3][CH3:2])=[CH:16][CH:15]=1)=[O:30]. The yield is 0.860.